This data is from Forward reaction prediction with 1.9M reactions from USPTO patents (1976-2016). The task is: Predict the product of the given reaction. (1) The product is: [OH:27][C@@H:24]1[CH2:25][CH2:26][N:22]([C:3]2[C:2]([C:36]3[CH:37]=[N:38][O:39][CH:40]=3)=[CH:21][C:6]([C:7]([NH:9][C:10]3[CH:15]=[CH:14][C:13]([O:16][C:17]([F:20])([F:19])[F:18])=[CH:12][CH:11]=3)=[O:8])=[CH:5][N:4]=2)[CH2:23]1. Given the reactants Br[C:2]1[C:3]([N:22]2[CH2:26][CH2:25][C@@H:24]([OH:27])[CH2:23]2)=[N:4][CH:5]=[C:6]([CH:21]=1)[C:7]([NH:9][C:10]1[CH:15]=[CH:14][C:13]([O:16][C:17]([F:20])([F:19])[F:18])=[CH:12][CH:11]=1)=[O:8].CC1(C)C(C)(C)OB([C:36]2[CH:37]=[N:38][O:39][CH:40]=2)O1, predict the reaction product. (2) Given the reactants [I:1][C:2]1[CH:3]=[C:4]2[C:8](=[CH:9][CH:10]=1)[NH:7][C:6](=[O:11])[C:5]2=O.[N+:13]([C:16]1[CH:17]=[C:18]([C:22]2[N:23]=[N:24][N:25]([CH2:27][C:28]([NH:30][NH2:31])=[O:29])[N:26]=2)[CH:19]=[CH:20][CH:21]=1)([O-:15])=[O:14], predict the reaction product. The product is: [N+:13]([C:16]1[CH:17]=[C:18]([C:22]2[N:23]=[N:24][N:25]([CH2:27][C:28]([NH:30][N:31]=[C:5]3[C:4]4[C:8](=[CH:9][CH:10]=[C:2]([I:1])[CH:3]=4)[NH:7][C:6]3=[O:11])=[O:29])[N:26]=2)[CH:19]=[CH:20][CH:21]=1)([O-:15])=[O:14]. (3) Given the reactants [CH:1]1([C:4]2[CH:9]=[CH:8][C:7]([NH:10][C:11]3[C:12]4[N:13]([CH:20]=[N:21][CH:22]=4)[CH:14]=[CH:15][C:16]=3[C:17]([OH:19])=O)=[C:6]([F:23])[CH:5]=2)[CH2:3][CH2:2]1.CCN=C=NCCCN(C)C.C1C=CC2N(O)N=NC=2C=1.CCN(C(C)C)C(C)C.Cl.[NH2:55][O:56][C:57]([CH3:61])([CH3:60])[CH2:58][OH:59], predict the reaction product. The product is: [OH:59][CH2:58][C:57]([CH3:61])([CH3:60])[O:56][NH:55][C:17]([C:16]1[CH:15]=[CH:14][N:13]2[CH:20]=[N:21][CH:22]=[C:12]2[C:11]=1[NH:10][C:7]1[CH:8]=[CH:9][C:4]([CH:1]2[CH2:3][CH2:2]2)=[CH:5][C:6]=1[F:23])=[O:19].